Dataset: Forward reaction prediction with 1.9M reactions from USPTO patents (1976-2016). Task: Predict the product of the given reaction. (1) Given the reactants S(O)(O)(=O)=O.[NH2:6]O.[CH3:8][O:9][CH2:10][C:11]([CH3:18])([CH3:17])[C:12](=[O:16])[CH2:13][C:14]#[N:15].[OH-].[Na+].Cl, predict the reaction product. The product is: [CH3:8][O:9][CH2:10][C:11]([C:12]1[O:16][N:15]=[C:14]([NH2:6])[CH:13]=1)([CH3:18])[CH3:17]. (2) Given the reactants [NH2:1][C:2]1[CH2:8][C:7]([C:9]([O:11][CH2:12][CH3:13])=[O:10])=[CH:6][C:5]2[CH:14]=[C:15](Br)[CH:16]=[CH:17][C:4]=2[N:3]=1.[CH3:19][N:20]([CH3:33])[S:21]([C:24]1[CH:29]=[CH:28][C:27](B(O)O)=[CH:26][CH:25]=1)(=[O:23])=[O:22].C(=O)([O-])[O-].[Cs+].[Cs+], predict the reaction product. The product is: [NH2:1][C:2]1[CH2:8][C:7]([C:9]([O:11][CH2:12][CH3:13])=[O:10])=[CH:6][C:5]2[CH:14]=[C:15]([C:27]3[CH:26]=[CH:25][C:24]([S:21]([N:20]([CH3:33])[CH3:19])(=[O:22])=[O:23])=[CH:29][CH:28]=3)[CH:16]=[CH:17][C:4]=2[N:3]=1. (3) Given the reactants [C:1]([N:8]1[CH2:13][CH2:12][NH:11][CH2:10][C@H:9]1[CH3:14])([O:3][C:4]([CH3:7])([CH3:6])[CH3:5])=[O:2].C(O[BH-](OC(=O)C)OC(=O)C)(=O)C.[Na+].[CH3:29][C:30]([CH3:32])=O.C(O)(=O)C, predict the reaction product. The product is: [C:1]([N:8]1[CH2:13][CH2:12][N:11]([CH:30]([CH3:32])[CH3:29])[CH2:10][C@@H:9]1[CH3:14])([O:3][C:4]([CH3:7])([CH3:6])[CH3:5])=[O:2].